Dataset: NCI-60 drug combinations with 297,098 pairs across 59 cell lines. Task: Regression. Given two drug SMILES strings and cell line genomic features, predict the synergy score measuring deviation from expected non-interaction effect. (1) Drug 1: B(C(CC(C)C)NC(=O)C(CC1=CC=CC=C1)NC(=O)C2=NC=CN=C2)(O)O. Drug 2: CC1C(C(CC(O1)OC2CC(CC3=C2C(=C4C(=C3O)C(=O)C5=C(C4=O)C(=CC=C5)OC)O)(C(=O)CO)O)N)O.Cl. Cell line: MCF7. Synergy scores: CSS=46.6, Synergy_ZIP=-9.21, Synergy_Bliss=-10.7, Synergy_Loewe=-2.77, Synergy_HSA=-1.72. (2) Drug 1: CN(CC1=CN=C2C(=N1)C(=NC(=N2)N)N)C3=CC=C(C=C3)C(=O)NC(CCC(=O)O)C(=O)O. Drug 2: C1=NC2=C(N=C(N=C2N1C3C(C(C(O3)CO)O)O)F)N. Cell line: HCT-15. Synergy scores: CSS=29.9, Synergy_ZIP=-2.78, Synergy_Bliss=-3.44, Synergy_Loewe=-4.03, Synergy_HSA=-1.73. (3) Drug 1: CC(CN1CC(=O)NC(=O)C1)N2CC(=O)NC(=O)C2. Drug 2: CC=C1C(=O)NC(C(=O)OC2CC(=O)NC(C(=O)NC(CSSCCC=C2)C(=O)N1)C(C)C)C(C)C. Cell line: MOLT-4. Synergy scores: CSS=84.7, Synergy_ZIP=-1.70, Synergy_Bliss=-1.86, Synergy_Loewe=-2.35, Synergy_HSA=-0.305. (4) Drug 1: CC12CCC3C(C1CCC2=O)CC(=C)C4=CC(=O)C=CC34C. Synergy scores: CSS=2.18, Synergy_ZIP=-4.07, Synergy_Bliss=-8.94, Synergy_Loewe=-8.15, Synergy_HSA=-8.61. Drug 2: C#CCC(CC1=CN=C2C(=N1)C(=NC(=N2)N)N)C3=CC=C(C=C3)C(=O)NC(CCC(=O)O)C(=O)O. Cell line: NCI-H460. (5) Drug 2: CS(=O)(=O)OCCCCOS(=O)(=O)C. Cell line: NCI-H322M. Drug 1: CC12CCC3C(C1CCC2=O)CC(=C)C4=CC(=O)C=CC34C. Synergy scores: CSS=17.0, Synergy_ZIP=2.32, Synergy_Bliss=6.97, Synergy_Loewe=-12.4, Synergy_HSA=3.34.